Dataset: Reaction yield outcomes from USPTO patents with 853,638 reactions. Task: Predict the reaction yield, written as a fraction of the theoretical maximum amount of product (1.0 means a 100% yield; for example, 0.34 means a 34% yield). (1) The reactants are C1(P(C2C=CC=CC=2)C2C=CC=CC=2)C=CC=CC=1.[C:20]([Cl:24])(Cl)(Cl)Cl.[CH2:25]([S:32][C:33]1[CH:38]=[CH:37][C:36](CO)=[CH:35][CH:34]=1)[C:26]1[CH:31]=[CH:30][CH:29]=[CH:28][CH:27]=1. The catalyst is O1CCCC1. The product is [CH2:25]([S:32][C:33]1[CH:38]=[CH:37][C:36]([CH2:20][Cl:24])=[CH:35][CH:34]=1)[C:26]1[CH:31]=[CH:30][CH:29]=[CH:28][CH:27]=1. The yield is 0.670. (2) The reactants are [CH2:1]([N:8]1[C:13](=[O:14])[C:12]2[C:15]([CH3:18])=[N:16][O:17][C:11]=2[N:10]=[C:9]1[CH2:19][CH:20]([CH3:22])[CH3:21])[C:2]1[CH:7]=[CH:6][CH:5]=[CH:4][CH:3]=1.C([O-])(=O)C.[Na+].[Br:28]Br.C(=O)([O-])[O-].[K+].[K+]. The catalyst is C(O)(=O)C.O. The product is [CH2:1]([N:8]1[C:13](=[O:14])[C:12]2[C:15]([CH3:18])=[N:16][O:17][C:11]=2[N:10]=[C:9]1[CH:19]([Br:28])[CH:20]([CH3:22])[CH3:21])[C:2]1[CH:3]=[CH:4][CH:5]=[CH:6][CH:7]=1. The yield is 0.600. (3) The reactants are [Br:1][C:2]1[CH:7]=[CH:6][C:5]([NH:8][C:9]2[C:10]([C:18](O)=[O:19])=[CH:11][N:12]([CH3:17])[C:13](=[O:16])[C:14]=2[F:15])=[C:4]([F:21])[CH:3]=1.CCN=C=NCCCN(C)C.C1C=CC2N(O)[N:40]=[N:39]C=2C=1.NN.CCN(CC)CC. The catalyst is CN(C=O)C.CCOC(C)=O. The product is [Br:1][C:2]1[CH:7]=[CH:6][C:5]([NH:8][C:9]2[C:10]([C:18]([NH:39][NH2:40])=[O:19])=[CH:11][N:12]([CH3:17])[C:13](=[O:16])[C:14]=2[F:15])=[C:4]([F:21])[CH:3]=1. The yield is 0.890. (4) The reactants are [CH3:1][CH:2]1[CH2:6][CH2:5][CH2:4][NH:3]1.[CH3:7][C:8]([CH3:10])=O.[C-]#N.[K+].[N-:14]=[C:15]=O. The catalyst is O.C(Cl)Cl. The product is [CH3:7][C:8]([N:3]1[CH2:4][CH2:5][CH2:6][CH:2]1[CH3:1])([CH3:10])[C:15]#[N:14]. The yield is 0.375. (5) The reactants are [CH3:1][O:2][C:3](=[O:22])[CH:4]=[CH:5][CH:6]1[O:11][CH2:10][CH2:9][N:8](C(OCC2C=CC=CC=2)=O)[CH2:7]1. The catalyst is [Pd]. The product is [NH:8]1[CH2:9][CH2:10][O:11][CH:6]([CH2:5][CH2:4][C:3]([O:2][CH3:1])=[O:22])[CH2:7]1. The yield is 0.870. (6) The catalyst is CN(C)C=O. The reactants are Br[CH2:2][CH2:3][CH2:4][Si:5]([CH3:35])([CH3:34])[CH2:6][CH2:7][C:8]1[C:20]2[CH2:19][N:18]3[C:13](=[CH:14][C:15]4[C@:25]([CH2:27][CH3:28])([OH:26])[C:24](=[O:29])[O:23][CH2:22][C:16]=4[C:17]3=[O:21])[C:12]=2[N:11]=[C:10]2[CH:30]=[CH:31][CH:32]=[CH:33][C:9]=12.[C:36]1([S:42]([OH:44])=[O:43])[CH:41]=[CH:40][CH:39]=[CH:38][CH:37]=1.[Na]. The product is [C:36]1([S:42]([CH2:2][CH2:3][CH2:4][Si:5]([CH3:35])([CH3:34])[CH2:6][CH2:7][C:8]2[C:20]3[CH2:19][N:18]4[C:13](=[CH:14][C:15]5[C@:25]([CH2:27][CH3:28])([OH:26])[C:24](=[O:29])[O:23][CH2:22][C:16]=5[C:17]4=[O:21])[C:12]=3[N:11]=[C:10]3[CH:30]=[CH:31][CH:32]=[CH:33][C:9]=23)(=[O:44])=[O:43])[CH:41]=[CH:40][CH:39]=[CH:38][CH:37]=1. The yield is 1.00. (7) The reactants are [CH2:1]([C:3]([CH2:19][OH:20])([CH2:17][CH3:18])[CH2:4][O:5][C:6]1[CH:13]=[CH:12][CH:11]=[C:10]([N+:14]([O-:16])=[O:15])[C:7]=1[C:8]#[N:9])[CH3:2].[C:21](Cl)(=[O:23])[CH3:22]. No catalyst specified. The product is [C:21]([O:20][CH2:19][C:3]([CH2:4][O:5][C:6]1[CH:13]=[CH:12][CH:11]=[C:10]([N+:14]([O-:16])=[O:15])[C:7]=1[C:8]#[N:9])([CH2:1][CH3:2])[CH2:17][CH3:18])(=[O:23])[CH3:22]. The yield is 0.820. (8) The reactants are [C:1]1([NH:7][C:8]([N:10]2[CH2:15][CH2:14][CH:13]([C:16]3[CH:21]=[C:20]([F:22])[C:19]([O:23]CC4C=CC=CC=4)=[CH:18][C:17]=3[O:31]CC3C=CC=CC=3)[CH2:12][CH2:11]2)=[O:9])C=CC=C[CH:2]=1.CO. The catalyst is C(OCC)(=O)C.[Pd]. The product is [C:16]1([C@@H:1]([NH:7][C:8]([N:10]2[CH2:11][CH2:12][CH:13]([C:16]3[CH:21]=[C:20]([F:22])[C:19]([OH:23])=[CH:18][C:17]=3[OH:31])[CH2:14][CH2:15]2)=[O:9])[CH3:2])[CH:21]=[CH:20][CH:19]=[CH:18][CH:17]=1. The yield is 0.720. (9) The product is [F:1][C:2]([F:7])([F:6])[CH:3]([OH:4])[CH2:5][NH:17][CH2:16][C:13]1[CH:14]=[CH:15][C:10]([O:9][CH3:8])=[CH:11][CH:12]=1. The yield is 0.706. The reactants are [F:1][C:2]([F:7])([F:6])[CH:3]1[CH2:5][O:4]1.[CH3:8][O:9][C:10]1[CH:15]=[CH:14][C:13]([CH2:16][NH2:17])=[CH:12][CH:11]=1. The catalyst is C(O)(C)C. (10) The reactants are [O:1]1[CH2:5][CH2:4][O:3][CH:2]1[CH2:6][CH2:7][N:8]([CH2:12][CH2:13][O:14][Si](C(C)(C)C)(C)C)[C:9](=[O:11])[CH3:10].[F-].C([N+](CCCC)(CCCC)CCCC)CCC. The catalyst is C1COCC1.O. The product is [O:1]1[CH2:5][CH2:4][O:3][CH:2]1[CH2:6][CH2:7][N:8]([CH2:12][CH2:13][OH:14])[C:9](=[O:11])[CH3:10]. The yield is 0.690.